Dataset: NCI-60 drug combinations with 297,098 pairs across 59 cell lines. Task: Regression. Given two drug SMILES strings and cell line genomic features, predict the synergy score measuring deviation from expected non-interaction effect. Drug 1: CC(C)NC(=O)C1=CC=C(C=C1)CNNC.Cl. Drug 2: CC(C)CN1C=NC2=C1C3=CC=CC=C3N=C2N. Cell line: K-562. Synergy scores: CSS=15.6, Synergy_ZIP=-1.10, Synergy_Bliss=-3.01, Synergy_Loewe=7.45, Synergy_HSA=2.97.